From a dataset of Reaction yield outcomes from USPTO patents with 853,638 reactions. Predict the reaction yield, written as a fraction of the theoretical maximum amount of product (1.0 means a 100% yield; for example, 0.34 means a 34% yield). (1) The reactants are C[C:2]([CH3:5])([O-])C.[K+].C1(C)C=CC(S(C[N+:17]#[C-])(=O)=O)=CC=1.[C:20]([O:24][CH3:25])(=[O:23])[CH:21]=[CH2:22].O. The catalyst is O1CCCC1. The product is [NH:17]1[CH:2]=[CH:5][C:21]([C:20]([O:24][CH3:25])=[O:23])=[CH:22]1. The yield is 0.410. (2) The reactants are C(Cl)(=O)C(Cl)=O.CS(C)=O.[CH2:11]([N:18]1[CH2:23][CH:22]2[CH:20]([CH:21]2[CH2:24][OH:25])[CH2:19]1)[C:12]1[CH:17]=[CH:16][CH:15]=[CH:14][CH:13]=1.C(N(CC)CC)C. The catalyst is C(Cl)Cl. The product is [CH2:11]([N:18]1[CH2:23][CH:22]2[CH:20]([CH:21]2[CH:24]=[O:25])[CH2:19]1)[C:12]1[CH:13]=[CH:14][CH:15]=[CH:16][CH:17]=1. The yield is 0.760. (3) The reactants are [S:1]1[CH:5]=[CH:4][CH:3]=[C:2]1[SH:6].[CH3:7][O:8][CH:9]([O:12][CH3:13])[CH2:10]Br.C(=O)([O-])[O-].[K+].[K+]. The catalyst is CC(C)=O. The product is [CH3:7][O:8][CH:9]([O:12][CH3:13])[CH2:10][S:6][C:2]1[S:1][CH:5]=[CH:4][CH:3]=1. The yield is 0.970. (4) The reactants are [C:1]([C@@H:4]1[CH2:8][CH2:7][CH2:6][N:5]1[C:9]1[N:14]=[C:13](Cl)[N:12]=[C:11]([C:16]([NH2:18])=[O:17])[CH:10]=1)(=[O:3])[NH2:2].[Cl:19][C:20]1[CH:41]=[CH:40][C:23]([O:24][C:25]2[CH:30]=[CH:29][C:28](B3OC(C)(C)C(C)(C)O3)=[CH:27][CH:26]=2)=[C:22]([F:42])[CH:21]=1.C([O-])([O-])=O.[Na+].[Na+]. The catalyst is O1CCOCC1.C1C=CC(P(C2C=CC=CC=2)[C-]2C=CC=C2)=CC=1.C1C=CC(P(C2C=CC=CC=2)[C-]2C=CC=C2)=CC=1.Cl[Pd]Cl.[Fe+2]. The product is [C:1]([C@@H:4]1[CH2:8][CH2:7][CH2:6][N:5]1[C:9]1[N:14]=[C:13]([C:28]2[CH:27]=[CH:26][C:25]([O:24][C:23]3[CH:40]=[CH:41][C:20]([Cl:19])=[CH:21][C:22]=3[F:42])=[CH:30][CH:29]=2)[N:12]=[C:11]([C:16]([NH2:18])=[O:17])[CH:10]=1)(=[O:3])[NH2:2]. The yield is 0.330. (5) The reactants are [Si]([O:8][C@@H:9]1[C@@:42]2([CH3:43])[C:13](=[CH:14][CH:15]=[C:16]3[C@@H:41]2[CH2:40][CH2:39][C@@:38]2([CH3:44])[C@H:17]3[CH2:18][CH:19]=[C:20]2[C@@H:21]([O:23][CH2:24][C:25]#[C:26][C:27]([CH3:37])([O:29][Si](CC)(CC)CC)[CH3:28])[CH3:22])[CH2:12][C@@H:11]([O:45][Si](C(C)(C)C)(C)C)[CH2:10]1)(C(C)(C)C)(C)C.[F-].C([N+](CCCC)(CCCC)CCCC)CCC. The catalyst is O1CCCC1. The product is [OH:8][C@@H:9]1[C@@:42]2([CH3:43])[C:13](=[CH:14][CH:15]=[C:16]3[C@@H:41]2[CH2:40][CH2:39][C@@:38]2([CH3:44])[C@H:17]3[CH2:18][CH:19]=[C:20]2[C@@H:21]([O:23][CH2:24][C:25]#[C:26][C:27]([OH:29])([CH3:28])[CH3:37])[CH3:22])[CH2:12][C@@H:11]([OH:45])[CH2:10]1. The yield is 0.320. (6) The reactants are Cl[C:2]1[N:7]=[C:6]([C:8]2[N:12]3[CH:13]=[CH:14][CH:15]=[CH:16][C:11]3=[N:10][C:9]=2[C:17]2[CH:18]=[CH:19][C:20]([O:34][CH3:35])=[C:21]([CH:33]=2)[C:22]([NH:24][C:25]2[C:30]([F:31])=[CH:29][CH:28]=[CH:27][C:26]=2[F:32])=[O:23])[CH:5]=[CH:4][N:3]=1.[CH3:36][O:37][C:38]1[CH:44]=[C:43]([N:45]2[CH2:50][CH2:49][N:48]([CH2:51][CH2:52][S:53]([CH3:56])(=[O:55])=[O:54])[CH2:47][CH2:46]2)[CH:42]=[CH:41][C:39]=1[NH2:40].C1(C)C=CC(S(O)(=O)=O)=CC=1.C[O-].[Na+]. The catalyst is C(Cl)Cl.CC(O)C. The product is [F:32][C:26]1[CH:27]=[CH:28][CH:29]=[C:30]([F:31])[C:25]=1[NH:24][C:22](=[O:23])[C:21]1[CH:33]=[C:17]([C:9]2[N:10]=[C:11]3[CH:16]=[CH:15][CH:14]=[CH:13][N:12]3[C:8]=2[C:6]2[CH:5]=[CH:4][N:3]=[C:2]([NH:40][C:39]3[CH:41]=[CH:42][C:43]([N:45]4[CH2:50][CH2:49][N:48]([CH2:51][CH2:52][S:53]([CH3:56])(=[O:55])=[O:54])[CH2:47][CH2:46]4)=[CH:44][C:38]=3[O:37][CH3:36])[N:7]=2)[CH:18]=[CH:19][C:20]=1[O:34][CH3:35]. The yield is 0.590. (7) The reactants are S(=O)(O)[O-].[Br:5][CH:6]1[CH2:15][CH2:14][C:13]2[C:8](=[CH:9][CH:10]=[CH:11][CH:12]=2)[C:7]1=O.[NH:17]1[CH2:21][CH2:20][CH2:19][CH2:18]1.[CH2:22](Br)[C:23]1[CH:28]=[CH:27][CH:26]=[CH:25][CH:24]=1. The catalyst is C(=O)(O)[O-].[Na+].C1(C)C=CC=CC=1.C(OCC)(=O)C. The product is [Br-:5].[CH2:22]([CH:12]1[C:13]2[C:8](=[CH:7][C:6]([Br:5])=[CH:15][CH:14]=2)[CH2:9][CH2:10][C:11]1=[N+:17]1[CH2:21][CH2:20][CH2:19][CH2:18]1)[C:23]1[CH:28]=[CH:27][CH:26]=[CH:25][CH:24]=1. The yield is 0.730. (8) The reactants are Br[C:2]1[CH:7]=[CH:6][C:5]([C:8]2[N:17]=[C:16]([NH:18][C:19]3[NH:20][N:21]=[C:22]([CH3:24])[CH:23]=3)[C:15]3[C:10](=[CH:11][CH:12]=[CH:13][CH:14]=3)[N:9]=2)=[CH:4][CH:3]=1.C[Si]([C:29]#[CH:30])(C)C.C(N(CC)CC)C.CCCC[N+](CCCC)(CCCC)CCCC.[F-]. The catalyst is CN(C=O)C.[Cu]I.Cl[Pd](Cl)([P](C1C=CC=CC=1)(C1C=CC=CC=1)C1C=CC=CC=1)[P](C1C=CC=CC=1)(C1C=CC=CC=1)C1C=CC=CC=1. The product is [C:29]([C:2]1[CH:7]=[CH:6][C:5]([C:8]2[N:17]=[C:16]([NH:18][C:19]3[NH:20][N:21]=[C:22]([CH3:24])[CH:23]=3)[C:15]3[C:10](=[CH:11][CH:12]=[CH:13][CH:14]=3)[N:9]=2)=[CH:4][CH:3]=1)#[CH:30]. The yield is 0.700. (9) The reactants are [CH3:1][O:2][C:3]1[CH:8]=[CH:7][C:6]([SH:9])=[CH:5][CH:4]=1.Cl.Cl[CH2:12][CH2:13][NH2:14].C([O-])([O-])=O.[K+].[K+].C(N(C(C)C)CC)(C)C. The catalyst is C1COCC1. The product is [CH3:1][O:2][C:3]1[CH:8]=[CH:7][C:6]([S:9][CH2:12][CH2:13][NH2:14])=[CH:5][CH:4]=1. The yield is 0.970. (10) The reactants are [CH3:1][S:2][C:3]1[CH:4]=[C:5]([SH:9])[CH:6]=[CH:7][CH:8]=1.F[C:11]1[CH:18]=[CH:17][C:14]([CH:15]=[O:16])=[CH:13][CH:12]=1.[S:19](S([O-])=O)([O-:22])(=[O:21])=[O:20].[Na+:26].[Na+]. The catalyst is C(#N)C.O. The product is [OH:16][CH:15]([C:14]1[CH:17]=[CH:18][C:11]([S:9][C:5]2[CH:6]=[CH:7][CH:8]=[C:3]([S:2][CH3:1])[CH:4]=2)=[CH:12][CH:13]=1)[S:19]([O-:22])(=[O:21])=[O:20].[Na+:26]. The yield is 0.550.